This data is from Full USPTO retrosynthesis dataset with 1.9M reactions from patents (1976-2016). The task is: Predict the reactants needed to synthesize the given product. The reactants are: [C:1]1([C:14](O)=[O:15])[C:13]2[CH2:12][C:11]3[C:6](=[CH:7][CH:8]=[CH:9][CH:10]=3)[C:5]=2[CH:4]=[CH:3][CH:2]=1.[CH3:17][C:18]1[N:19]=[CH:20][N:21]([C:24]2[CH:25]=[C:26]([CH:28]=[CH:29][CH:30]=2)[NH2:27])[C:22]=1[CH3:23].Cl.C(N=C=NCCCN(C)C)C. Given the product [CH3:17][C:18]1[N:19]=[CH:20][N:21]([C:24]2[CH:25]=[C:26]([NH:27][C:14]([C:1]3[C:13]4[CH2:12][C:11]5[C:6](=[CH:7][CH:8]=[CH:9][CH:10]=5)[C:5]=4[CH:4]=[CH:3][CH:2]=3)=[O:15])[CH:28]=[CH:29][CH:30]=2)[C:22]=1[CH3:23], predict the reactants needed to synthesize it.